This data is from Full USPTO retrosynthesis dataset with 1.9M reactions from patents (1976-2016). The task is: Predict the reactants needed to synthesize the given product. Given the product [OH:20][CH:13]([C:14]1[CH:19]=[CH:18][CH:17]=[CH:16][CH:15]=1)[CH:9]1[CH2:10][CH2:11][CH2:12][NH:8]1, predict the reactants needed to synthesize it. The reactants are: C([N:8]1[CH2:12][CH2:11][CH2:10][CH:9]1[CH:13]([OH:20])[C:14]1[CH:19]=[CH:18][CH:17]=[CH:16][CH:15]=1)(OC(C)(C)C)=O.FC(F)(F)C(O)=O.